Task: Regression. Given two drug SMILES strings and cell line genomic features, predict the synergy score measuring deviation from expected non-interaction effect.. Dataset: NCI-60 drug combinations with 297,098 pairs across 59 cell lines Synergy scores: CSS=-0.938, Synergy_ZIP=1.03, Synergy_Bliss=3.56, Synergy_Loewe=-0.809, Synergy_HSA=-0.265. Drug 2: B(C(CC(C)C)NC(=O)C(CC1=CC=CC=C1)NC(=O)C2=NC=CN=C2)(O)O. Drug 1: CC12CCC(CC1=CCC3C2CCC4(C3CC=C4C5=CN=CC=C5)C)O. Cell line: HS 578T.